From a dataset of Forward reaction prediction with 1.9M reactions from USPTO patents (1976-2016). Predict the product of the given reaction. (1) Given the reactants [N:1]1[CH:6]=[CH:5][CH:4]=[C:3]2[CH2:7][N:8]([CH2:10][C:11]3[N:23]=[C:22]4[N:13]([C:14]([NH:25]CC5C=CC(OC)=CC=5OC)=[N:15][C:16]5[C:17]([CH3:24])=[CH:18][CH:19]=[CH:20][C:21]=54)[N:12]=3)[CH2:9][C:2]=12, predict the reaction product. The product is: [N:1]1[CH:6]=[CH:5][CH:4]=[C:3]2[CH2:7][N:8]([CH2:10][C:11]3[N:23]=[C:22]4[N:13]([C:14]([NH2:25])=[N:15][C:16]5[C:17]([CH3:24])=[CH:18][CH:19]=[CH:20][C:21]=54)[N:12]=3)[CH2:9][C:2]=12. (2) Given the reactants Cl.FC1C=C(C=CC=1)CN1C=C(C2C3C(=NC=C(C4C=CC(C5CCNCC5)=CC=4)C=3)N(S(C3C=CC(C)=CC=3)(=O)=O)C=2)C=N1.[F:46][C:47]1[CH:48]=[C:49]([CH:88]=[CH:89][CH:90]=1)[CH2:50][N:51]1[CH:55]=[C:54]([C:56]2[C:64]3[C:59](=[N:60][CH:61]=[C:62]([C:65]4[CH:70]=[CH:69][C:68]([C:71]5[CH2:72][CH2:73][N:74]([CH3:77])[CH2:75][CH:76]=5)=[CH:67][CH:66]=4)[CH:63]=3)[N:58](S(C3C=CC(C)=CC=3)(=O)=O)[CH:57]=2)[CH:53]=[N:52]1.[OH-].[Li+], predict the reaction product. The product is: [F:46][C:47]1[CH:48]=[C:49]([CH:88]=[CH:89][CH:90]=1)[CH2:50][N:51]1[CH:55]=[C:54]([C:56]2[C:64]3[C:59](=[N:60][CH:61]=[C:62]([C:65]4[CH:66]=[CH:67][C:68]([C:71]5[CH2:72][CH2:73][N:74]([CH3:77])[CH2:75][CH:76]=5)=[CH:69][CH:70]=4)[CH:63]=3)[NH:58][CH:57]=2)[CH:53]=[N:52]1. (3) Given the reactants [CH3:1][O:2][CH2:3][CH2:4][O:5][CH2:6][CH2:7][O:8]CCO.[CH2:12]([O:19][C:20]([C@H:22]1[NH:25][C:24](=[O:26])[CH2:23]1)=[O:21])[C:13]1C=CC=CC=1, predict the reaction product. The product is: [CH3:1][O:2][CH2:3][CH2:4][O:5][CH2:6][CH2:7][O:8][CH2:13][CH2:12][O:19][C:20]([C@H:22]1[NH:25][C:24](=[O:26])[CH2:23]1)=[O:21]. (4) Given the reactants [C:1]([C:4]1[CH:5]=[N:6][CH:7]=[CH:8][C:9]=1[CH2:10][CH:11]1[CH2:20][CH2:19][C:18]2[C:13](=[CH:14][CH:15]=[C:16]([O:21][CH3:22])[CH:17]=2)[C:12]1=[O:23])(=[O:3])[CH3:2].[CH3:24][C:25]1[CH:32]=[CH:31][C:28]([CH2:29][Br:30])=[CH:27][CH:26]=1, predict the reaction product. The product is: [Br-:30].[C:1]([C:4]1[CH:5]=[N+:6]([CH2:24][C:25]2[CH:32]=[CH:31][C:28]([CH3:29])=[CH:27][CH:26]=2)[CH:7]=[CH:8][C:9]=1[CH2:10][CH:11]1[CH2:20][CH2:19][C:18]2[C:13](=[CH:14][CH:15]=[C:16]([O:21][CH3:22])[CH:17]=2)[C:12]1=[O:23])(=[O:3])[CH3:2]. (5) Given the reactants [Cl:1][C:2]1[CH:3]=[C:4]([CH:25]=[CH:26][C:27]=1[Cl:28])[O:5][C:6]1[CH:11]=[CH:10][CH:9]=[CH:8][C:7]=1[NH:12][S:13]([C:16]1[CH:24]=[CH:23][C:19]([C:20](O)=[O:21])=[CH:18][CH:17]=1)(=[O:15])=[O:14].[N:29]1([CH2:35][CH2:36][CH2:37][NH2:38])[CH2:34][CH2:33][CH2:32][CH2:31][CH2:30]1, predict the reaction product. The product is: [Cl:1][C:2]1[CH:3]=[C:4]([CH:25]=[CH:26][C:27]=1[Cl:28])[O:5][C:6]1[CH:11]=[CH:10][CH:9]=[CH:8][C:7]=1[NH:12][S:13]([C:16]1[CH:24]=[CH:23][C:19]([C:20]([NH:38][CH2:37][CH2:36][CH2:35][N:29]2[CH2:34][CH2:33][CH2:32][CH2:31][CH2:30]2)=[O:21])=[CH:18][CH:17]=1)(=[O:15])=[O:14].